From a dataset of Full USPTO retrosynthesis dataset with 1.9M reactions from patents (1976-2016). Predict the reactants needed to synthesize the given product. The reactants are: [F:1][C:2]([F:14])([F:13])[O:3][C:4]1[CH:9]=[CH:8][C:7]([N:10]=[C:11]=[O:12])=[CH:6][CH:5]=1.[NH2:15][C:16]1[N:17]=[C:18]([C:22]([O:24][CH2:25][CH3:26])=[O:23])[N:19]([CH3:21])[CH:20]=1. Given the product [CH3:21][N:19]1[CH:20]=[C:16]([NH:15][C:11]([NH:10][C:7]2[CH:6]=[CH:5][C:4]([O:3][C:2]([F:13])([F:14])[F:1])=[CH:9][CH:8]=2)=[O:12])[N:17]=[C:18]1[C:22]([O:24][CH2:25][CH3:26])=[O:23], predict the reactants needed to synthesize it.